From a dataset of Full USPTO retrosynthesis dataset with 1.9M reactions from patents (1976-2016). Predict the reactants needed to synthesize the given product. Given the product [F:9][C:10]1[CH:15]=[CH:14][C:13]([C:16]([F:19])([F:18])[F:17])=[CH:12][C:11]=1[C:20]1[CH:25]=[CH:24][N:23]=[C:22]([C:26](=[N:7][OH:8])[NH2:27])[CH:21]=1, predict the reactants needed to synthesize it. The reactants are: C(=O)([O-])O.[Na+].Cl.[NH2:7][OH:8].[F:9][C:10]1[CH:15]=[CH:14][C:13]([C:16]([F:19])([F:18])[F:17])=[CH:12][C:11]=1[C:20]1[CH:25]=[CH:24][N:23]=[C:22]([C:26]#[N:27])[CH:21]=1.